From a dataset of Full USPTO retrosynthesis dataset with 1.9M reactions from patents (1976-2016). Predict the reactants needed to synthesize the given product. (1) Given the product [ClH:1].[Cl-:38].[Cl:1][C:2]1[CH:3]=[C:4]([CH:8]=[C:9]([F:37])[C:10]=1[CH2:11][S:12][C:13]1[N:14]([C:30]2[CH:31]=[CH:32][C:33]([F:36])=[CH:34][CH:35]=2)[C:15]([C:18]([C:21]2[CH:26]=[CH:25][C:24]([Cl:27])=[C:23]([O:28][CH3:29])[CH:22]=2)([CH3:20])[CH3:19])=[CH:16][N:17]=1)[C:5]([NH:40][CH2:41][CH2:42][N+:43]12[CH2:50][CH2:49][N:46]([CH2:45][CH2:44]1)[CH2:47][CH2:48]2)=[O:6], predict the reactants needed to synthesize it. The reactants are: [Cl:1][C:2]1[CH:3]=[C:4]([CH:8]=[C:9]([F:37])[C:10]=1[CH2:11][S:12][C:13]1[N:14]([C:30]2[CH:35]=[CH:34][C:33]([F:36])=[CH:32][CH:31]=2)[C:15]([C:18]([C:21]2[CH:26]=[CH:25][C:24]([Cl:27])=[C:23]([O:28][CH3:29])[CH:22]=2)([CH3:20])[CH3:19])=[CH:16][N:17]=1)[C:5](O)=[O:6].[ClH:38].[Cl-].[NH2:40][CH2:41][CH2:42][N+:43]12[CH2:50][CH2:49][N:46]([CH2:47][CH2:48]1)[CH2:45][CH2:44]2.CN(C(ON1N=NC2C=CC=NC1=2)=[N+](C)C)C.F[P-](F)(F)(F)(F)F.CCN(C(C)C)C(C)C. (2) Given the product [C:41]1([CH:38]2[CH2:37][N:36]3[CH:47]=[C:33]([C:31]([OH:32])=[O:30])[N:34]=[C:35]3[CH2:40][CH2:39]2)[CH:46]=[CH:45][CH:44]=[CH:43][CH:42]=1, predict the reactants needed to synthesize it. The reactants are: C1(OB(O)O)C=CC=CC=1.[F-].[K+].C(OC(C1N=C2C=CC(Br)=CN2C=1)=O)C.C([O:30][C:31]([C:33]1[N:34]=[C:35]2[CH:40]=[CH:39][C:38]([C:41]3[CH:46]=[CH:45][CH:44]=[CH:43][CH:42]=3)=[CH:37][N:36]2[CH:47]=1)=[O:32])C.[OH-].[Na+].C1(C2C=CC3N(C=C(C(O)=O)N=3)C=2)C=CC=CC=1.Cl.